The task is: Regression. Given two drug SMILES strings and cell line genomic features, predict the synergy score measuring deviation from expected non-interaction effect.. This data is from NCI-60 drug combinations with 297,098 pairs across 59 cell lines. (1) Drug 1: CC12CCC(CC1=CCC3C2CCC4(C3CC=C4C5=CN=CC=C5)C)O. Drug 2: COC1=C2C(=CC3=C1OC=C3)C=CC(=O)O2. Cell line: HCT-15. Synergy scores: CSS=-0.501, Synergy_ZIP=-0.516, Synergy_Bliss=-3.34, Synergy_Loewe=-9.84, Synergy_HSA=-6.61. (2) Drug 1: CC1=C2C(C(=O)C3(C(CC4C(C3C(C(C2(C)C)(CC1OC(=O)C(C(C5=CC=CC=C5)NC(=O)OC(C)(C)C)O)O)OC(=O)C6=CC=CC=C6)(CO4)OC(=O)C)OC)C)OC. Drug 2: C1=CC=C(C(=C1)C(C2=CC=C(C=C2)Cl)C(Cl)Cl)Cl. Cell line: A498. Synergy scores: CSS=35.1, Synergy_ZIP=3.30, Synergy_Bliss=2.98, Synergy_Loewe=-13.9, Synergy_HSA=3.99. (3) Drug 1: CC1=C(N=C(N=C1N)C(CC(=O)N)NCC(C(=O)N)N)C(=O)NC(C(C2=CN=CN2)OC3C(C(C(C(O3)CO)O)O)OC4C(C(C(C(O4)CO)O)OC(=O)N)O)C(=O)NC(C)C(C(C)C(=O)NC(C(C)O)C(=O)NCCC5=NC(=CS5)C6=NC(=CS6)C(=O)NCCC[S+](C)C)O. Drug 2: C1C(C(OC1N2C=NC3=C2NC=NCC3O)CO)O. Cell line: IGROV1. Synergy scores: CSS=35.1, Synergy_ZIP=2.27, Synergy_Bliss=6.22, Synergy_Loewe=0.964, Synergy_HSA=6.53.